Dataset: Reaction yield outcomes from USPTO patents with 853,638 reactions. Task: Predict the reaction yield, written as a fraction of the theoretical maximum amount of product (1.0 means a 100% yield; for example, 0.34 means a 34% yield). (1) The reactants are Cl[C:2]1[CH:7]=[C:6]([O:8][C:9]2[C:10]([C:16]([O:18][CH3:19])=[O:17])=[N:11][C:12]([CH3:15])=[CH:13][CH:14]=2)[CH:5]=[CH:4][N:3]=1.[NH2:20][C:21]1[CH:26]=[CH:25][CH:24]=[CH:23][CH:22]=1.C([O-])([O-])=O.[Cs+].[Cs+].CC1(C)C2C(=C(P(C3C=CC=CC=3)C3C=CC=CC=3)C=CC=2)OC2C(P(C3C=CC=CC=3)C3C=CC=CC=3)=CC=CC1=2. The catalyst is CC(N(C)C)=O.CC([O-])=O.CC([O-])=O.[Pd+2]. The product is [NH:20]([C:2]1[CH:7]=[C:6]([O:8][C:9]2[C:10]([C:16]([O:18][CH3:19])=[O:17])=[N:11][C:12]([CH3:15])=[CH:13][CH:14]=2)[CH:5]=[CH:4][N:3]=1)[C:21]1[CH:26]=[CH:25][CH:24]=[CH:23][CH:22]=1. The yield is 0.110. (2) The reactants are [C:1]([C:3]1[CH:7]=[CH:6][S:5][C:4]=1[NH:8][C:9](=[O:15])/[CH:10]=[CH:11]\[C:12]([OH:14])=O)#[N:2].CCN(CC)CC.ClC(OC)=O.[NH:28]1[CH:32]=[CH:31][CH:30]=[N:29]1. The catalyst is C1COCC1. The product is [C:1]([C:3]1[CH:7]=[CH:6][S:5][C:4]=1[NH:8][C:9](=[O:15])/[CH:10]=[CH:11]\[C:12](=[O:14])[N:28]1[CH:32]=[CH:31][CH:30]=[N:29]1)#[N:2]. The yield is 0.320. (3) The reactants are [NH2:1][C:2]1[CH:3]=[C:4]([C:9]2[S:13][C:12]([NH:14][C:15](=[O:17])[CH3:16])=[N:11][C:10]=2[CH3:18])[CH:5]=[N:6][C:7]=1[Cl:8].[C:19]1([N:25]=[C:26]=[O:27])[CH:24]=[CH:23][CH:22]=[CH:21][CH:20]=1. The catalyst is C1COCC1. The product is [NH:25]([C:26]([NH:1][C:2]1[CH:3]=[C:4]([C:9]2[S:13][C:12]([NH:14][C:15](=[O:17])[CH3:16])=[N:11][C:10]=2[CH3:18])[CH:5]=[N:6][C:7]=1[Cl:8])=[O:27])[C:19]1[CH:24]=[CH:23][CH:22]=[CH:21][CH:20]=1. The yield is 0.360.